From a dataset of Reaction yield outcomes from USPTO patents with 853,638 reactions. Predict the reaction yield, written as a fraction of the theoretical maximum amount of product (1.0 means a 100% yield; for example, 0.34 means a 34% yield). (1) The reactants are CS(O[CH2:6][CH2:7]/[CH:8]=[CH:9]/[CH2:10][C:11]([NH:13][C:14]1[CH:19]=[CH:18][CH:17]=[CH:16][C:15]=1[NH:20][C:21]([O:23][C:24]([CH3:27])([CH3:26])[CH3:25])=[O:22])=[O:12])(=O)=O.[O:28]=[C:29]1[C:37]2[C:32](=[CH:33][CH:34]=[CH:35][CH:36]=2)[C:31](=[O:38])[N-:30]1.[K+].O. The catalyst is CN(C=O)C. The product is [C:24]([O:23][C:21](=[O:22])[NH:20][C:15]1[CH:16]=[CH:17][CH:18]=[CH:19][C:14]=1[NH:13][C:11](=[O:12])/[CH:10]=[CH:9]/[CH2:8][CH2:7][CH2:6][N:30]1[C:31](=[O:38])[C:32]2[C:37](=[CH:36][CH:35]=[CH:34][CH:33]=2)[C:29]1=[O:28])([CH3:27])([CH3:26])[CH3:25]. The yield is 0.600. (2) The yield is 0.840. The reactants are [C@H]1(NCC2C=C(C(C)(C)C)C=C(C(C)(C)C)C=2O)CCCC[C@@H]1NCC1C=C(C(C)(C)C)C=C(C(C)(C)C)C=1[OH:23].[Cl:41][C:42]1[CH:43]=[C:44]2[C:48](=[CH:49][CH:50]=1)[C:47](=[O:51])[CH:46]([C:52]([O:54][CH3:55])=[O:53])[CH2:45]2.C(OO)(C)(C)C. The catalyst is C1(C)C=CC=CC=1.C(#N)C.CC(C)[O-].[Zr+4].CC(C)[O-].CC(C)[O-].CC(C)[O-]. The product is [Cl:41][C:42]1[CH:43]=[C:44]2[C:48](=[CH:49][CH:50]=1)[C:47](=[O:51])[C:46]([OH:23])([C:52]([O:54][CH3:55])=[O:53])[CH2:45]2. (3) The reactants are [CH2:1]([O:3][C:4]([C:6]1[CH:10]=[CH:9][NH:8][N:7]=1)=[O:5])[CH3:2].[I:11]I. The catalyst is C(#N)C. The product is [CH2:1]([O:3][C:4]([C:6]1[C:10]([I:11])=[CH:9][NH:8][N:7]=1)=[O:5])[CH3:2]. The yield is 0.390. (4) The reactants are Cl.[C:2]1([C:8]2[CH:9]=[C:10]3[C:14](=[C:15]([C:17]([NH2:19])=[O:18])[CH:16]=2)[NH:13][N:12]=[C:11]3[CH:20]2[CH2:25][CH2:24][NH:23][CH2:22][CH2:21]2)[CH:7]=[CH:6][CH:5]=[CH:4][CH:3]=1.C(N(C(C)C)CC)(C)C.[CH3:35][N:36]1[CH:40]=[C:39]([S:41](Cl)(=[O:43])=[O:42])[N:38]=[C:37]1[CH3:45]. The catalyst is CN(C=O)C.CN(C1C=CN=CC=1)C. The product is [CH3:35][N:36]1[CH:40]=[C:39]([S:41]([N:23]2[CH2:24][CH2:25][CH:20]([C:11]3[C:10]4[C:14](=[C:15]([C:17]([NH2:19])=[O:18])[CH:16]=[C:8]([C:2]5[CH:3]=[CH:4][CH:5]=[CH:6][CH:7]=5)[CH:9]=4)[NH:13][N:12]=3)[CH2:21][CH2:22]2)(=[O:43])=[O:42])[N:38]=[C:37]1[CH3:45]. The yield is 0.370. (5) The reactants are [NH:1]1[C:9]2[C:4](=[CH:5][CH:6]=[CH:7][CH:8]=2)[CH2:3][C:2]1=[O:10].[I:11][C:12]1[C:20]2[C:15](=[CH:16][C:17]([CH:21]=O)=[CH:18][CH:19]=2)[N:14]([CH2:23][O:24][CH2:25][CH2:26][Si:27]([CH3:30])([CH3:29])[CH3:28])[N:13]=1.N1CCCCC1. The catalyst is C(O)C. The product is [I:11][C:12]1[C:20]2[C:15](=[CH:16][C:17](/[CH:21]=[C:3]3/[C:2](=[O:10])[NH:1][C:9]4[C:4]/3=[CH:5][CH:6]=[CH:7][CH:8]=4)=[CH:18][CH:19]=2)[N:14]([CH2:23][O:24][CH2:25][CH2:26][Si:27]([CH3:28])([CH3:30])[CH3:29])[N:13]=1. The yield is 1.00. (6) The reactants are [Cl:1][C:2]1[CH:8]=[CH:7][C:5]([NH2:6])=[C:4]([F:9])[CH:3]=1.[C:10](OC(=O)C)(=[O:12])[CH3:11]. The catalyst is C(O)(=O)C. The product is [Cl:1][C:2]1[CH:8]=[CH:7][C:5]([NH:6][C:10](=[O:12])[CH3:11])=[C:4]([F:9])[CH:3]=1. The yield is 0.950. (7) The catalyst is ClCCl.CO. The reactants are [Cl:1][C:2]1[CH:34]=[C:33]([C:35]([NH:37][CH2:38][C:39]2[CH:44]=[CH:43][CH:42]=[C:41]([OH:45])[CH:40]=2)=[O:36])[CH:32]=[CH:31][C:3]=1[C:4]([NH:6][C@H:7]([C:27]([O:29][CH3:30])=[O:28])[CH2:8][NH:9]C(OCC1C2C=CC=CC=2C2C1=CC=CC=2)=O)=[O:5].N1CCCCC1. The product is [NH2:9][CH2:8][C@@H:7]([C:27]([O:29][CH3:30])=[O:28])[NH:6][C:4](=[O:5])[C:3]1[CH:31]=[CH:32][C:33]([C:35]([NH:37][CH2:38][C:39]2[CH:44]=[CH:43][CH:42]=[C:41]([OH:45])[CH:40]=2)=[O:36])=[CH:34][C:2]=1[Cl:1]. The yield is 1.00. (8) The reactants are [CH3:1][C:2]1[CH:3]=[C:4]([CH2:11][CH:12]([NH:16][C:17]([N:19]2[CH2:24][CH2:23][CH:22]([N:25]3[CH2:34][C:33]4[C:28](=[CH:29][CH:30]=[CH:31][CH:32]=4)[NH:27][C:26]3=[O:35])[CH2:21][CH2:20]2)=[O:18])[C:13](O)=[O:14])[CH:5]=[C:6]2[C:10]=1[NH:9][N:8]=[CH:7]2.[CH:36]([N:39]([CH:42]([CH3:44])[CH3:43])[CH2:40][CH3:41])([CH3:38])C.C1[CH2:49][N:48]([P+](ON2N=NC3C=CC=CC2=3)(N2CCCC2)N2CCCC2)[CH2:47]C1.F[P-](F)(F)(F)(F)F.[CH3:78]N(C)C=O.C(Cl)Cl. No catalyst specified. The product is [N:39]1([CH:42]2[CH2:43][CH2:49][N:48]([C:13](=[O:14])[CH:12]([NH:16][C:17]([N:19]3[CH2:24][CH2:23][CH:22]([N:25]4[CH2:34][C:33]5[C:28](=[CH:29][CH:30]=[CH:31][CH:32]=5)[NH:27][C:26]4=[O:35])[CH2:21][CH2:20]3)=[O:18])[CH2:11][C:4]3[CH:5]=[C:6]4[C:10](=[C:2]([CH3:1])[CH:3]=3)[NH:9][N:8]=[CH:7]4)[CH2:47][CH2:44]2)[CH2:36][CH2:38][CH2:78][CH2:41][CH2:40]1. The yield is 0.930. (9) The product is [Br:1][C:2]1[CH:3]=[C:4]([CH:8]=[C:9]([Br:20])[C:10]=1[O:11][C:12]1[CH:17]=[CH:16][C:15]([O:18][CH3:19])=[CH:14][CH:13]=1)[CH:5]=[N:6][O:7][CH:28]([CH3:21])[C:27]([O:30][CH2:31][CH3:32])=[O:29]. The catalyst is CN(C=O)C. The reactants are [Br:1][C:2]1[CH:3]=[C:4]([CH:8]=[C:9]([Br:20])[C:10]=1[O:11][C:12]1[CH:17]=[CH:16][C:15]([O:18][CH3:19])=[CH:14][CH:13]=1)[CH:5]=[N:6][OH:7].[C:21]([O-])([O-])=O.[Cs+].[Cs+].[C:27]([O:30][CH2:31][CH3:32])(=[O:29])[CH3:28]. The yield is 0.900.